From a dataset of Reaction yield outcomes from USPTO patents with 853,638 reactions. Predict the reaction yield, written as a fraction of the theoretical maximum amount of product (1.0 means a 100% yield; for example, 0.34 means a 34% yield). (1) The reactants are [C:1]([C:3]1[CH:11]=[CH:10][C:6]([C:7]([OH:9])=O)=[CH:5][CH:4]=1)#[N:2].[F:12][C:13]([F:23])([F:22])[C:14]1[CH:19]=[CH:18][C:17]([NH2:20])=[C:16]([NH2:21])[CH:15]=1. No catalyst specified. The product is [NH2:2][CH2:1][C:3]1[CH:4]=[CH:5][C:6]([C:7]([NH:20][C:17]2[CH:18]=[CH:19][C:14]([C:13]([F:12])([F:22])[F:23])=[CH:15][C:16]=2[NH2:21])=[O:9])=[CH:10][CH:11]=1. The yield is 0.630. (2) The reactants are C(OC(=O)[NH:7][CH:8]1[CH2:13][CH2:12][CH:11]([CH2:14][NH:15][C:16]2[C:21]([N+:22]([O-:24])=[O:23])=[CH:20][N:19]=[C:18]([NH:25][CH2:26][C:27]3[CH:36]=[CH:35][CH:34]=[C:33]4[C:28]=3[CH:29]=[CH:30][CH:31]=[N:32]4)[N:17]=2)[CH2:10][CH2:9]1)(C)(C)C.C(O)(C(F)(F)F)=O.C([O-])([O-])=O.[Na+].[Na+]. The catalyst is C(Cl)Cl. The product is [NH2:7][C@H:8]1[CH2:13][CH2:12][C@H:11]([CH2:14][NH:15][C:16]2[C:21]([N+:22]([O-:24])=[O:23])=[CH:20][N:19]=[C:18]([NH:25][CH2:26][C:27]3[CH:36]=[CH:35][CH:34]=[C:33]4[C:28]=3[CH:29]=[CH:30][CH:31]=[N:32]4)[N:17]=2)[CH2:10][CH2:9]1. The yield is 0.790.